From a dataset of Reaction yield outcomes from USPTO patents with 853,638 reactions. Predict the reaction yield, written as a fraction of the theoretical maximum amount of product (1.0 means a 100% yield; for example, 0.34 means a 34% yield). (1) The reactants are [CH3:1][O:2]/[N:3]=[C:4](/[C:15]1[S:16][C:17]2[C:24]([CH3:26])([CH3:25])[CH2:23][CH2:22][C:21]([CH3:28])([CH3:27])[C:18]=2[C:19]=1[CH3:20])\[CH2:5][O:6][C:7]1[CH:12]=[CH:11][C:10]([CH2:13][OH:14])=[CH:9][CH:8]=1.O[C:30]1[CH:35]=[CH:34][C:33]([CH2:36][CH2:37][C:38]([O:40]C)=[O:39])=[CH:32][CH:31]=1. No catalyst specified. The product is [CH3:1][O:2]/[N:3]=[C:4](/[C:15]1[S:16][C:17]2[C:24]([CH3:26])([CH3:25])[CH2:23][CH2:22][C:21]([CH3:28])([CH3:27])[C:18]=2[C:19]=1[CH3:20])\[CH2:5][O:6][C:7]1[CH:8]=[CH:9][C:10]([CH2:13][O:14][C:30]2[CH:35]=[CH:34][C:33]([CH2:36][CH2:37][C:38]([OH:40])=[O:39])=[CH:32][CH:31]=2)=[CH:11][CH:12]=1. The yield is 0.0216. (2) The reactants are [CH:1]1([CH2:4][N:5]2[CH2:23][CH2:22][C@:12]34[C:13]5[C:14]6[O:21][C@H:11]3[C@H:10]([OH:24])[CH2:9][CH2:8][C@@:7]4([OH:25])[C@H:6]2[CH2:19][C:18]=5[CH:17]=[CH:16][C:15]=6[OH:20])[CH2:3][CH2:2]1.C([O-])([O-])=O.[K+].[K+].O. The catalyst is CN(C=O)C.C(Br)C1C=CC=CC=1. The product is [CH:1]1([CH2:4][N:5]2[CH2:23][CH2:22][C@:12]34[C:13]5[C:14]6[O:21][C@H:11]3[C@H:10]([OH:24])[CH2:9][CH2:8][C@@:7]4([OH:25])[C@H:6]2[CH2:19][C:18]=5[CH:17]=[CH:16][C:15]=6[O:20][CH2:8][C:7]2[CH:12]=[CH:13][CH:18]=[CH:19][CH:6]=2)[CH2:2][CH2:3]1. The yield is 0.870. (3) The reactants are [C:1]([C:5]1[CH:6]=[C:7]2[C:11](=[CH:12][C:13]=1[N+:14]([O-])=O)[NH:10][CH:9]=[CH:8]2)([CH3:4])([CH3:3])[CH3:2]. The catalyst is [Ni].CO. The product is [C:1]([C:5]1[CH:6]=[C:7]2[C:11](=[CH:12][C:13]=1[NH2:14])[NH:10][CH:9]=[CH:8]2)([CH3:4])([CH3:2])[CH3:3]. The yield is 0.870.